Dataset: NCI-60 drug combinations with 297,098 pairs across 59 cell lines. Task: Regression. Given two drug SMILES strings and cell line genomic features, predict the synergy score measuring deviation from expected non-interaction effect. (1) Cell line: T-47D. Drug 1: C1=CC=C(C(=C1)C(C2=CC=C(C=C2)Cl)C(Cl)Cl)Cl. Synergy scores: CSS=-0.410, Synergy_ZIP=0.693, Synergy_Bliss=3.12, Synergy_Loewe=-0.499, Synergy_HSA=0.223. Drug 2: COC1=NC(=NC2=C1N=CN2C3C(C(C(O3)CO)O)O)N. (2) Drug 1: CN1CCC(CC1)COC2=C(C=C3C(=C2)N=CN=C3NC4=C(C=C(C=C4)Br)F)OC. Drug 2: COC1=C(C=C2C(=C1)N=CN=C2NC3=CC(=C(C=C3)F)Cl)OCCCN4CCOCC4. Cell line: MDA-MB-231. Synergy scores: CSS=24.8, Synergy_ZIP=-3.21, Synergy_Bliss=-1.51, Synergy_Loewe=1.44, Synergy_HSA=1.24. (3) Drug 2: CC(C)CN1C=NC2=C1C3=CC=CC=C3N=C2N. Synergy scores: CSS=4.41, Synergy_ZIP=2.09, Synergy_Bliss=2.22, Synergy_Loewe=4.69, Synergy_HSA=3.32. Drug 1: CC12CCC3C(C1CCC2O)C(CC4=C3C=CC(=C4)O)CCCCCCCCCS(=O)CCCC(C(F)(F)F)(F)F. Cell line: PC-3. (4) Drug 1: C1=C(C(=O)NC(=O)N1)N(CCCl)CCCl. Drug 2: CC1=C(C=C(C=C1)C(=O)NC2=CC(=CC(=C2)C(F)(F)F)N3C=C(N=C3)C)NC4=NC=CC(=N4)C5=CN=CC=C5. Cell line: OVCAR3. Synergy scores: CSS=11.2, Synergy_ZIP=-7.13, Synergy_Bliss=-2.91, Synergy_Loewe=-5.83, Synergy_HSA=-5.08. (5) Cell line: DU-145. Drug 1: C1=CC=C(C(=C1)C(C2=CC=C(C=C2)Cl)C(Cl)Cl)Cl. Drug 2: CS(=O)(=O)OCCCCOS(=O)(=O)C. Synergy scores: CSS=3.74, Synergy_ZIP=3.80, Synergy_Bliss=7.59, Synergy_Loewe=4.10, Synergy_HSA=1.60. (6) Drug 1: C1=CC=C(C=C1)NC(=O)CCCCCCC(=O)NO. Drug 2: CC(C)CN1C=NC2=C1C3=CC=CC=C3N=C2N. Cell line: PC-3. Synergy scores: CSS=17.3, Synergy_ZIP=-3.58, Synergy_Bliss=4.66, Synergy_Loewe=6.50, Synergy_HSA=6.10. (7) Drug 1: COC1=C(C=C2C(=C1)N=CN=C2NC3=CC(=C(C=C3)F)Cl)OCCCN4CCOCC4. Drug 2: CC1=C(C(=O)C2=C(C1=O)N3CC4C(C3(C2COC(=O)N)OC)N4)N. Cell line: EKVX. Synergy scores: CSS=39.6, Synergy_ZIP=1.99, Synergy_Bliss=8.14, Synergy_Loewe=6.72, Synergy_HSA=7.99. (8) Drug 1: C1CC(C1)(C(=O)O)C(=O)O.[NH2-].[NH2-].[Pt+2]. Drug 2: CCC1=C2CN3C(=CC4=C(C3=O)COC(=O)C4(CC)O)C2=NC5=C1C=C(C=C5)O. Cell line: MCF7. Synergy scores: CSS=22.3, Synergy_ZIP=-6.46, Synergy_Bliss=-0.314, Synergy_Loewe=-43.6, Synergy_HSA=0.639. (9) Drug 1: CCC1(CC2CC(C3=C(CCN(C2)C1)C4=CC=CC=C4N3)(C5=C(C=C6C(=C5)C78CCN9C7C(C=CC9)(C(C(C8N6C)(C(=O)OC)O)OC(=O)C)CC)OC)C(=O)OC)O.OS(=O)(=O)O. Drug 2: C1CCC(C(C1)N)N.C(=O)(C(=O)[O-])[O-].[Pt+4]. Cell line: SK-MEL-5. Synergy scores: CSS=19.4, Synergy_ZIP=-12.2, Synergy_Bliss=-7.84, Synergy_Loewe=-14.5, Synergy_HSA=-5.33.